From a dataset of M1 muscarinic receptor agonist screen with 61,833 compounds. Binary Classification. Given a drug SMILES string, predict its activity (active/inactive) in a high-throughput screening assay against a specified biological target. (1) The molecule is O1C2(OCC1)CCN(CC2)C(=O)c1n(c2nc3n(c(=O)c2c1)cccc3C)C. The result is 0 (inactive). (2) The molecule is Brc1cc(Cl)c(OCC(=O)N2CCN(CC2)C(OCC)=O)cc1. The result is 0 (inactive). (3) The drug is n12nc(c(nc1nc(c1ccc(CC)cc1)c2)C)C. The result is 1 (active). (4) The molecule is Brc1sc(S(=O)(=O)N2CCCN(CC2)CC(=O)NCC(OCC)=O)cc1. The result is 0 (inactive).